From a dataset of Catalyst prediction with 721,799 reactions and 888 catalyst types from USPTO. Predict which catalyst facilitates the given reaction. (1) The catalyst class is: 8. Product: [OH:18][CH2:17][CH2:19][NH:20][C:2]1[C:7]([N+:8]([O-:10])=[O:9])=[CH:6][CH:5]=[CH:4][C:3]=1[S:11]([N:14]([CH3:16])[CH3:15])(=[O:13])=[O:12]. Reactant: Cl[C:2]1[C:7]([N+:8]([O-:10])=[O:9])=[CH:6][CH:5]=[CH:4][C:3]=1[S:11]([N:14]([CH3:16])[CH3:15])(=[O:13])=[O:12].[CH2:17]([CH2:19][NH2:20])[OH:18]. (2) Reactant: [CH3:1][O:2][C:3]1[CH:4]=[CH:5][C:6]([NH:11][C:12]2[C:13]3[N:14]([CH:31]=[CH:32][N:33]=3)[N:15]=[C:16]([N:18]3[CH2:22][CH2:21][CH:20]([NH:23]C(=O)OC(C)(C)C)[CH2:19]3)[CH:17]=2)=[N:7][C:8]=1[O:9][CH3:10].C(O)(C(F)(F)F)=O. Product: [NH2:23][CH:20]1[CH2:21][CH2:22][N:18]([C:16]2[CH:17]=[C:12]([NH:11][C:6]3[CH:5]=[CH:4][C:3]([O:2][CH3:1])=[C:8]([O:9][CH3:10])[N:7]=3)[C:13]3[N:14]([CH:31]=[CH:32][N:33]=3)[N:15]=2)[CH2:19]1. The catalyst class is: 4. (3) Reactant: [N+:1]([C:4]1[C:5]([NH:13][C@H:14]2[CH2:19][CH2:18][C@H:17]([CH2:20][OH:21])[CH2:16][CH2:15]2)=[C:6]2[S:12][CH:11]=[CH:10][C:7]2=[N:8][CH:9]=1)([O-])=O. Product: [NH2:1][C:4]1[C:5]([NH:13][C@H:14]2[CH2:15][CH2:16][C@H:17]([CH2:20][OH:21])[CH2:18][CH2:19]2)=[C:6]2[S:12][CH:11]=[CH:10][C:7]2=[N:8][CH:9]=1. The catalyst class is: 43. (4) Reactant: [CH2:1]([O:3][C:4]([C:6](=O)[NH:7][CH:8]([CH3:10])[CH3:9])=[O:5])[CH3:2].S(Cl)(Cl)=O.[Cl:16][C:17]1[CH:22]=[CH:21][C:20]([S:23]([NH:26][C:27]2[C:28]([C:34]([NH:36][NH2:37])=O)=[N:29][CH:30]=[C:31]([Cl:33])[CH:32]=2)(=[O:25])=[O:24])=[CH:19][C:18]=1[C:38]([F:41])([F:40])[F:39]. Product: [Cl:16][C:17]1[CH:22]=[CH:21][C:20]([S:23]([NH:26][C:27]2[C:28]([C:34]3[N:7]([CH:8]([CH3:10])[CH3:9])[C:6]([C:4]([O:3][CH2:1][CH3:2])=[O:5])=[N:37][N:36]=3)=[N:29][CH:30]=[C:31]([Cl:33])[CH:32]=2)(=[O:24])=[O:25])=[CH:19][C:18]=1[C:38]([F:39])([F:41])[F:40]. The catalyst class is: 11. (5) Reactant: CC1(C)[O:6][C@H:5]([CH2:7][O:8][C:9]2[N:14]=[C:13]([NH:15][C:16]([N:18]3[C@@H:24]4[CH2:25][N:21]([CH2:22][CH2:23]4)[C:20]4[CH:26]=[CH:27][C:28]([C:30]5[CH:35]=[CH:34][CH:33]=[C:32]([C:36]([F:39])([F:38])[F:37])[CH:31]=5)=[N:29][C:19]3=4)=[O:17])[CH:12]=[CH:11][N:10]=2)[CH2:4][O:3]1.Cl.O1CCOCC1. Product: [OH:6][C@@H:5]([CH2:4][OH:3])[CH2:7][O:8][C:9]1[N:14]=[C:13]([NH:15][C:16]([N:18]2[C@@H:24]3[CH2:25][N:21]([CH2:22][CH2:23]3)[C:20]3[CH:26]=[CH:27][C:28]([C:30]4[CH:35]=[CH:34][CH:33]=[C:32]([C:36]([F:37])([F:39])[F:38])[CH:31]=4)=[N:29][C:19]2=3)=[O:17])[CH:12]=[CH:11][N:10]=1. The catalyst class is: 46. (6) Product: [CH2:1]([O:3][CH2:4][C@H:5]1[CH2:9][C@H:8]([O:10][S:26]([CH3:25])(=[O:28])=[O:27])[CH2:7][N:6]1[C:11]([O:13][C:14]([CH3:16])([CH3:15])[CH3:17])=[O:12])[CH3:2]. Reactant: [CH2:1]([O:3][CH2:4][C@H:5]1[CH2:9][C@H:8]([OH:10])[CH2:7][N:6]1[C:11]([O:13][C:14]([CH3:17])([CH3:16])[CH3:15])=[O:12])[CH3:2].C(N(CC)CC)C.[CH3:25][S:26](Cl)(=[O:28])=[O:27]. The catalyst class is: 64.